From a dataset of Forward reaction prediction with 1.9M reactions from USPTO patents (1976-2016). Predict the product of the given reaction. (1) Given the reactants [NH2:1][C:2]([C:4]1[C:5]2[S:27][C:26]([C:28]3[CH:33]=[CH:32][CH:31]=[CH:30][C:29]=3[O:34][CH2:35][C:36]3[CH:41]=[CH:40][CH:39]=[CH:38][CH:37]=3)=[CH:25][C:6]=2[C:7]([N:10]([CH3:24])[C@H:11]2[CH2:16][CH2:15][CH2:14][N:13](C(OC(C)(C)C)=O)[CH2:12]2)=[N:8][CH:9]=1)=[O:3].Cl, predict the reaction product. The product is: [CH2:35]([O:34][C:29]1[CH:30]=[CH:31][CH:32]=[CH:33][C:28]=1[C:26]1[S:27][C:5]2[C:4]([C:2]([NH2:1])=[O:3])=[CH:9][N:8]=[C:7]([N:10]([CH3:24])[C@H:11]3[CH2:16][CH2:15][CH2:14][NH:13][CH2:12]3)[C:6]=2[CH:25]=1)[C:36]1[CH:37]=[CH:38][CH:39]=[CH:40][CH:41]=1. (2) Given the reactants [NH2:1][C:2]1[CH:7]=[C:6]([C:8]2[C:9]([C:13]3[CH:14]=[C:15]([NH:19][C:20]([NH:22][C:23]4[CH:28]=[CH:27][C:26]([C:29]([F:32])([F:31])[F:30])=[CH:25][CH:24]=4)=[O:21])[CH:16]=[CH:17][CH:18]=3)=[N:10][NH:11][CH:12]=2)[CH:5]=[CH:4][N:3]=1.C(N(CC)C(C)C)(C)C.[C:42](Cl)(=[O:45])[CH2:43][CH3:44].[Na], predict the reaction product. The product is: [F:30][C:29]([F:31])([F:32])[C:26]1[CH:27]=[CH:28][C:23]([NH:22][C:20]([NH:19][C:15]2[CH:14]=[C:13]([C:9]3[C:8]([C:6]4[CH:5]=[CH:4][N:3]=[C:2]([NH:1][C:42](=[O:45])[CH2:43][CH3:44])[CH:7]=4)=[CH:12][NH:11][N:10]=3)[CH:18]=[CH:17][CH:16]=2)=[O:21])=[CH:24][CH:25]=1. (3) Given the reactants [Si]([O:8][CH2:9][CH:10]1[O:14][N:13]=[C:12]([C:15]2[CH:20]=[CH:19][C:18]([C:21]3[CH:26]=[CH:25][C:24]([N:27]4[CH2:31][C@H:30]([CH2:32][N:33]5[CH:37]=[C:36]([CH3:38])[N:35]=[N:34]5)[O:29][C:28]4=[O:39])=[CH:23][CH:22]=3)=[CH:17][CH:16]=2)[CH2:11]1)(C(C)(C)C)(C)C.[F-].C([N+](CCCC)(CCCC)CCCC)CCC.O, predict the reaction product. The product is: [OH:8][CH2:9][CH:10]1[O:14][N:13]=[C:12]([C:15]2[CH:16]=[CH:17][C:18]([C:21]3[CH:22]=[CH:23][C:24]([N:27]4[CH2:31][C@H:30]([CH2:32][N:33]5[CH:37]=[C:36]([CH3:38])[N:35]=[N:34]5)[O:29][C:28]4=[O:39])=[CH:25][CH:26]=3)=[CH:19][CH:20]=2)[CH2:11]1. (4) Given the reactants [Cl:1][C:2]1[CH:10]=[CH:9][C:8]([S:11](Cl)(=[O:13])=[O:12])=[CH:7][C:3]=1[C:4]([OH:6])=[O:5].[CH:15]1([NH2:18])[CH2:17][CH2:16]1, predict the reaction product. The product is: [Cl:1][C:2]1[CH:10]=[CH:9][C:8]([S:11](=[O:13])(=[O:12])[NH:18][CH:15]2[CH2:17][CH2:16]2)=[CH:7][C:3]=1[C:4]([OH:6])=[O:5]. (5) Given the reactants [CH3:1][C:2]1[N:7]=[C:6]([NH2:8])[CH:5]=[CH:4][N:3]=1.[Cl:9][C:10]1[C:11]([CH3:20])=[C:12]([S:16](Cl)(=[O:18])=[O:17])[CH:13]=[CH:14][CH:15]=1, predict the reaction product. The product is: [Cl:9][C:10]1[C:11]([CH3:20])=[C:12]([S:16]([NH:8][C:6]2[CH:5]=[CH:4][N:3]=[C:2]([CH3:1])[N:7]=2)(=[O:18])=[O:17])[CH:13]=[CH:14][CH:15]=1. (6) Given the reactants Cl.[NH2:2][CH2:3][CH:4]([OH:13])[CH2:5][O:6][C:7]1[CH:12]=[CH:11][CH:10]=[CH:9][CH:8]=1.Cl[CH2:15][C:16]([N:18]1[CH2:22][CH2:21][CH2:20][CH:19]1[C:23]#[N:24])=[O:17].C(N(CC)CC)C, predict the reaction product. The product is: [OH:13][CH:4]([CH2:5][O:6][C:7]1[CH:12]=[CH:11][CH:10]=[CH:9][CH:8]=1)[CH2:3][NH:2][CH2:15][C:16]([N:18]1[CH2:22][CH2:21][CH2:20][CH:19]1[C:23]#[N:24])=[O:17]. (7) Given the reactants [CH3:1][O:2][C:3]1[CH:17]=[CH:16][C:6]2[N:7]=[N:8][N:9]([CH2:12][C:13]([OH:15])=O)[C:10](=[O:11])[C:5]=2[CH:4]=1.[C:18]1([CH3:27])[CH:23]=[CH:22][C:21]([C@@H:24]([NH2:26])[CH3:25])=[CH:20][CH:19]=1, predict the reaction product. The product is: [CH3:1][O:2][C:3]1[CH:17]=[CH:16][C:6]2[N:7]=[N:8][N:9]([CH2:12][C:13]([NH:26][C@H:24]([C:21]3[CH:22]=[CH:23][C:18]([CH3:27])=[CH:19][CH:20]=3)[CH3:25])=[O:15])[C:10](=[O:11])[C:5]=2[CH:4]=1. (8) Given the reactants [F:1][C:2]1[CH:7]=[C:6]([F:8])[CH:5]=[CH:4][C:3]=1[N+:9]([O-:11])=[O:10].[Li+].[Cl-].I[C:15]1[CH:25]=[CH:24][C:18]([C:19]([O:21][CH2:22][CH3:23])=[O:20])=[CH:17][CH:16]=1.[NH4+].[Cl-], predict the reaction product. The product is: [F:1][C:2]1[C:3]([N+:9]([O-:11])=[O:10])=[CH:4][CH:5]=[C:6]([F:8])[C:7]=1[C:15]1[CH:25]=[CH:24][C:18]([C:19]([O:21][CH2:22][CH3:23])=[O:20])=[CH:17][CH:16]=1. (9) Given the reactants [F:1][C:2]1[CH:10]=[C:9]2[C:5]([C:6]([C:20]3[CH:21]=[N:22][N:23]([CH2:25][CH:26]4[CH2:31][CH2:30]N(C(OC(C)(C)C)=O)CC4)[CH:24]=3)=[CH:7][N:8]2S(C2C=CC=CC=2)(=O)=O)=[CH:4][CH:3]=1.FC1C=C2C(=CC=1F)NC=C2C1C=NN(CC2CCNCC2)C=1.CS(OCC1CC[S:71](=[O:75])(=[O:74])[CH2:70][CH2:69]1)(=O)=O, predict the reaction product. The product is: [F:1][C:2]1[CH:10]=[C:9]2[C:5]([C:6]([C:20]3[CH:21]=[N:22][N:23]([CH2:25][CH:26]4[CH2:69][CH2:70][S:71](=[O:75])(=[O:74])[CH2:30][CH2:31]4)[CH:24]=3)=[CH:7][NH:8]2)=[CH:4][CH:3]=1. (10) Given the reactants [NH2:1][C:2]1[N:3]=[C:4]([CH3:17])[C:5]2[CH:11]=[C:10]([C:12]#[CH:13])[C:9](=[O:14])[N:8]([CH2:15][CH3:16])[C:6]=2[N:7]=1.[N-:18]=[N+:19]=[N-:20].[Na+].[Cl-].[NH4+], predict the reaction product. The product is: [NH2:1][C:2]1[N:3]=[C:4]([CH3:17])[C:5]2[CH:11]=[C:10]([C:12]3[NH:20][N:19]=[N:18][CH:13]=3)[C:9](=[O:14])[N:8]([CH2:15][CH3:16])[C:6]=2[N:7]=1.